Task: Predict which catalyst facilitates the given reaction.. Dataset: Catalyst prediction with 721,799 reactions and 888 catalyst types from USPTO (1) Reactant: [CH3:1][O:2][C:3]([C:5]1[C:10]([CH3:11])=[C:9]([NH:12]C(=O)C)[CH:8]=[C:7]([C:16]2[CH:21]=[CH:20][C:19]([Cl:22])=[C:18]([O:23][CH3:24])[C:17]=2[F:25])[N:6]=1)=[O:4].C(Cl)(=O)C. Product: [CH3:1][O:2][C:3]([C:5]1[C:10]([CH3:11])=[C:9]([NH2:12])[CH:8]=[C:7]([C:16]2[CH:21]=[CH:20][C:19]([Cl:22])=[C:18]([O:23][CH3:24])[C:17]=2[F:25])[N:6]=1)=[O:4]. The catalyst class is: 5. (2) Reactant: [NH2:1][CH2:2][C:3]1[CH:4]=[C:5]2[C:10](=[CH:11][CH:12]=1)[C:9](=[O:13])[N:8]([CH2:14][CH:15]([CH3:17])[CH3:16])[C:7]([CH2:18][NH:19][C:20](=[O:26])[O:21][C:22]([CH3:25])([CH3:24])[CH3:23])=[C:6]2[C:27]1[CH:32]=[CH:31][CH:30]=[CH:29][CH:28]=1.Cl[C:34]([O:36][CH2:37][CH3:38])=[O:35].C(N(CC)CC)C. Product: [C:22]([O:21][C:20]([NH:19][CH2:18][C:7]1[N:8]([CH2:14][CH:15]([CH3:17])[CH3:16])[C:9](=[O:13])[C:10]2[C:5]([C:6]=1[C:27]1[CH:28]=[CH:29][CH:30]=[CH:31][CH:32]=1)=[CH:4][C:3]([CH2:2][NH:1][C:34](=[O:35])[O:36][CH2:37][CH3:38])=[CH:12][CH:11]=2)=[O:26])([CH3:25])([CH3:23])[CH3:24]. The catalyst class is: 7. (3) Reactant: [Cl:1][C:2]1[CH:7]=[CH:6][CH:5]=[CH:4][C:3]=1[N:8]1[C:12]([S:13][C:14]2[CH:19]=[CH:18][CH:17]=[C:16]([CH3:20])[N:15]=2)=[CH:11][C:10]([C:21](OCC)=[O:22])=[N:9]1.[H-].C([Al+]CC(C)C)C(C)C.[OH-].[Na+]. Product: [Cl:1][C:2]1[CH:7]=[CH:6][CH:5]=[CH:4][C:3]=1[N:8]1[C:12]([S:13][C:14]2[CH:19]=[CH:18][CH:17]=[C:16]([CH3:20])[N:15]=2)=[CH:11][C:10]([CH:21]=[O:22])=[N:9]1. The catalyst class is: 207. (4) Reactant: [H-].[Na+].[I:3][C:4]1[CH:5]=[N:6][NH:7][CH:8]=1.CS(O[CH:14]1[CH2:19][CH2:18][O:17][CH2:16][CH2:15]1)(=O)=O.O. Product: [O:17]1[CH2:18][CH2:19][CH:14]([N:6]2[CH:5]=[C:4]([I:3])[CH:8]=[N:7]2)[CH2:15][CH2:16]1. The catalyst class is: 3. (5) Reactant: [H-].C([Al+]CC(C)C)C(C)C.C[O:12][C:13]([CH:15]1[CH2:20][O:19][CH2:18][CH2:17][N:16]1[C:21]([O:23][C:24]([CH3:27])([CH3:26])[CH3:25])=[O:22])=O. Product: [C:24]([O:23][C:21]([N:16]1[CH2:17][CH2:18][O:19][CH2:20][CH:15]1[CH:13]=[O:12])=[O:22])([CH3:27])([CH3:26])[CH3:25]. The catalyst class is: 11. (6) Reactant: [CH2:1]([O:3][C:4](=[O:20])[C:5](O)([C:10]1[CH:15]=[C:14]([CH3:16])[C:13]([OH:17])=[C:12]([CH3:18])[CH:11]=1)[C:6]([F:9])([F:8])[F:7])[CH3:2].N1C=CC=CC=1. Product: [CH2:1]([O:3][C:4](=[O:20])[C:5](=[C:10]1[CH:15]=[C:14]([CH3:16])[C:13](=[O:17])[C:12]([CH3:18])=[CH:11]1)[C:6]([F:7])([F:8])[F:9])[CH3:2]. The catalyst class is: 309.